This data is from Full USPTO retrosynthesis dataset with 1.9M reactions from patents (1976-2016). The task is: Predict the reactants needed to synthesize the given product. (1) Given the product [Br:1][C:2]1[CH:3]=[C:4]([CH:7]2[O:11][CH2:10][CH2:9][O:8]2)[S:5][CH:6]=1, predict the reactants needed to synthesize it. The reactants are: [Br:1][C:2]1[CH:3]=[C:4]([CH:7]=[O:8])[S:5][CH:6]=1.[CH2:9](O)[CH2:10][OH:11].O.C1(C)C=CC(S(O)(=O)=O)=CC=1.C(=O)(O)[O-].[Na+]. (2) Given the product [C:1]([O:5][C:6]([N:8]1[C:12]2=[N:13][CH:14]=[CH:15][CH:16]=[C:11]2[C:10]([CH2:17][Cl:21])=[CH:9]1)=[O:7])([CH3:4])([CH3:3])[CH3:2], predict the reactants needed to synthesize it. The reactants are: [C:1]([O:5][C:6]([N:8]1[C:12]2=[N:13][CH:14]=[CH:15][CH:16]=[C:11]2[C:10]([CH2:17]N(C)C)=[CH:9]1)=[O:7])([CH3:4])([CH3:3])[CH3:2].[Cl:21]C(OC(C)C)=O.O. (3) The reactants are: [C:1]([O:6][C:7]([CH3:10])([CH3:9])[CH3:8])(=[O:5])/[CH:2]=[CH:3]/[CH3:4].C1C(=O)N([Br:18])C(=O)C1.C(OOC(=O)C1C=CC=CC=1)(=O)C1C=CC=CC=1. Given the product [Br:18][CH2:4]/[CH:3]=[CH:2]/[C:1]([O:6][C:7]([CH3:10])([CH3:9])[CH3:8])=[O:5], predict the reactants needed to synthesize it. (4) Given the product [NH:10]1[C:14]([CH2:15][CH2:16][O:17][CH2:18][C:19]([OH:21])=[O:20])=[CH:13][N:12]=[N:11]1, predict the reactants needed to synthesize it. The reactants are: [H][H].C([N:10]1[C:14]([CH2:15][CH2:16][O:17][CH2:18][C:19]([OH:21])=[O:20])=[CH:13][N:12]=[N:11]1)C1C=CC=CC=1. (5) Given the product [CH2:34]([O:33][C:31](=[O:32])/[CH:30]=[CH:29]/[C:28]1[CH:36]=[CH:37][CH:38]=[C:26]([NH:25][C:2]2[C:3]3[C:10]([C:11]4[CH:16]=[CH:15][C:14]([O:17][CH3:18])=[CH:13][CH:12]=4)=[C:9]([C:19]4[CH:20]=[CH:21][CH:22]=[CH:23][CH:24]=4)[O:8][C:4]=3[N:5]=[CH:6][N:7]=2)[CH:27]=1)[CH3:35], predict the reactants needed to synthesize it. The reactants are: Cl[C:2]1[C:3]2[C:10]([C:11]3[CH:16]=[CH:15][C:14]([O:17][CH3:18])=[CH:13][CH:12]=3)=[C:9]([C:19]3[CH:24]=[CH:23][CH:22]=[CH:21][CH:20]=3)[O:8][C:4]=2[N:5]=[CH:6][N:7]=1.[NH2:25][C:26]1[CH:27]=[C:28]([CH:36]=[CH:37][CH:38]=1)/[CH:29]=[CH:30]/[C:31]([O:33][CH2:34][CH3:35])=[O:32]. (6) Given the product [CH:27]1([C:25]([NH:24][C:22]2[N:23]=[C:18]3[CH:17]=[CH:16][C:15]([O:14][C:13]4[CH:30]=[CH:31][C:32]([CH3:33])=[C:11]([NH:10][C:4](=[O:6])[C@@H:3]5[CH2:7][CH2:8][CH2:9][N:2]5[CH3:1])[CH:12]=4)=[N:20][N:19]3[CH:21]=2)=[O:26])[CH2:28][CH2:29]1, predict the reactants needed to synthesize it. The reactants are: [CH3:1][N:2]1[CH2:9][CH2:8][CH2:7][C@H:3]1[C:4]([OH:6])=O.[NH2:10][C:11]1[CH:12]=[C:13]([CH:30]=[CH:31][C:32]=1[CH3:33])[O:14][C:15]1[CH:16]=[CH:17][C:18]2[N:19]([CH:21]=[C:22]([NH:24][C:25]([CH:27]3[CH2:29][CH2:28]3)=[O:26])[N:23]=2)[N:20]=1.ON1C2C=CC=CC=2N=N1.F[P-](F)(F)(F)(F)F.N1(OC(N(C)C)=[N+](C)C)C2C=CC=CC=2N=N1.C(N(CC)C(C)C)(C)C. (7) Given the product [ClH:8].[N:9]1([C:15]2[N:20]=[C:19]([C:21]3[C:22]([C:28]([F:31])([F:29])[F:30])=[CH:23][C:24]([NH2:27])=[N:25][CH:26]=3)[CH:18]=[C:17]([N:32]3[CH2:33][CH2:34][O:35][CH2:36][CH2:37]3)[N:16]=2)[CH2:10][CH2:11][O:12][CH2:13][CH2:14]1, predict the reactants needed to synthesize it. The reactants are: O.N1C=CC=CC=1.[ClH:8].[N:9]1([C:15]2[N:20]=[C:19]([C:21]3[C:22]([C:28]([F:31])([F:30])[F:29])=[CH:23][C:24]([NH2:27])=[N:25][CH:26]=3)[CH:18]=[C:17]([N:32]3[CH2:37][CH2:36][O:35][CH2:34][CH2:33]3)[N:16]=2)[CH2:14][CH2:13][O:12][CH2:11][CH2:10]1. (8) Given the product [Cl:1][C:2]1[C:7]([O:8][CH3:9])=[CH:6][C:5]([O:10][CH3:11])=[C:4]([Cl:12])[C:3]=1[C:13]1[N:18]=[CH:17][C:16]2[C:19]([C:31]3[CH:32]=[CH:33][C:28]([O:27][CH2:26][C:25]([N:24]([CH3:23])[CH3:45])=[O:44])=[C:29]([CH3:43])[CH:30]=3)=[N:20][NH:21][C:15]=2[CH:14]=1, predict the reactants needed to synthesize it. The reactants are: [Cl:1][C:2]1[C:7]([O:8][CH3:9])=[CH:6][C:5]([O:10][CH3:11])=[C:4]([Cl:12])[C:3]=1[C:13]1[N:18]=[CH:17][C:16]2[C:19](I)=[N:20][NH:21][C:15]=2[CH:14]=1.[CH3:23][N:24]([CH3:45])[C:25](=[O:44])[CH2:26][O:27][C:28]1[CH:33]=[CH:32][C:31](B2OC(C)(C)C(C)(C)O2)=[CH:30][C:29]=1[CH3:43].